Dataset: Experimentally validated miRNA-target interactions with 360,000+ pairs, plus equal number of negative samples. Task: Binary Classification. Given a miRNA mature sequence and a target amino acid sequence, predict their likelihood of interaction. (1) The miRNA is hsa-miR-346 with sequence UGUCUGCCCGCAUGCCUGCCUCU. The protein sequence of the target gene is MVGERHAGDLMVPLGPRLQAYPEELIRQRPGHDGHPEYLIRWSVLKCGEVGKVGVEEGKAEHILMWLSAPEVYANCPGLLGERALSKGLQHEPAGVSGSFPRDPGGLDEVAMGEMEADVQALVRRAARQLAESGTPSLTAAVLHTIHVLSAYASIGPLTGVFRETGALDLLMHMLCNPEPQIRRSAGKMLQALAAHDAGSRAHVLLSLSQQDGIEQHMDFDSRYTLLELFAETTSSEEHCMAFEGIHLPQIPGKLLFSLVKRYLCVTSLLDQLNSSPELGAGDQSSPCATREKSRGQREL.... Result: 0 (no interaction). (2) The miRNA is mmu-miR-495-3p with sequence AAACAAACAUGGUGCACUUCUU. The protein sequence of the target gene is MERRLVKQEVKRLLGEYIGIRLRENEFDPKGRGQLTFLDDMVNQVTLAHYDLAISVASQWLDCSENLTWLQWEKVRAPLHVRPAYPNRKEREAMILSSYAGVLMNSIPIEEVLKIYGANSSASPDSTKVAQALLPRRSLHPFAMLTAPRAAECNRRQSVKLRRGATNKNTTSSSTKKATGQNGDPVGKGTHTPATNISPTPVLSSAQPFHSSTVMWRNLESAQRQMGLEGK. Result: 1 (interaction).